Dataset: Reaction yield outcomes from USPTO patents with 853,638 reactions. Task: Predict the reaction yield, written as a fraction of the theoretical maximum amount of product (1.0 means a 100% yield; for example, 0.34 means a 34% yield). (1) The reactants are [Br:1][C:2]1[CH:3]=[C:4]2[C:9](=[CH:10][CH:11]=1)[N:8]=[CH:7][C:6]([C:12]([CH:14]1[CH2:16][CH2:15]1)=[O:13])=[C:5]2Cl.[CH3:18][N:19]([CH2:21][C:22]1[CH:23]=[C:24]([CH:26]=[CH:27][CH:28]=1)[NH2:25])[CH3:20]. The yield is 8.10. No catalyst specified. The product is [Br:1][C:2]1[CH:3]=[C:4]2[C:9](=[CH:10][CH:11]=1)[N:8]=[CH:7][C:6]([C:12]([CH:14]1[CH2:16][CH2:15]1)=[O:13])=[C:5]2[NH:25][C:24]1[CH:26]=[CH:27][CH:28]=[C:22]([CH2:21][N:19]([CH3:20])[CH3:18])[CH:23]=1. (2) The reactants are [CH2:1]([NH:8][C:9]1[N:13]([CH3:14])[C:12]2[CH:15]=[CH:16][C:17]([N:19]([C:21]3[CH:26]=[CH:25][N:24]=[C:23]([Cl:27])[N:22]=3)[CH3:20])=[CH:18][C:11]=2[N:10]=1)[C:2]1[CH:7]=[CH:6][CH:5]=[CH:4][CH:3]=1.[NH2:28][C:29]1[CH:34]=[CH:33][C:32]([CH2:35][S:36]([NH2:39])(=[O:38])=[O:37])=[CH:31][CH:30]=1. The product is [ClH:27].[CH2:1]([NH:8][C:9]1[N:13]([CH3:14])[C:12]2[CH:15]=[CH:16][C:17]([N:19]([CH3:20])[C:21]3[CH:26]=[CH:25][N:24]=[C:23]([NH:28][C:29]4[CH:34]=[CH:33][C:32]([CH2:35][S:36]([NH2:39])(=[O:37])=[O:38])=[CH:31][CH:30]=4)[N:22]=3)=[CH:18][C:11]=2[N:10]=1)[C:2]1[CH:7]=[CH:6][CH:5]=[CH:4][CH:3]=1. The yield is 0.600. No catalyst specified. (3) The reactants are [Cl:1][C:2]1[CH:11]=[C:10]([F:12])[C:9](B2OC(C)(C)C(C)(C)O2)=[CH:8][C:3]=1[C:4]([O:6][CH3:7])=[O:5].Br[C:23]1[C:28]([F:29])=[CH:27][CH:26]=[CH:25][N:24]=1.C1(C)C=CC=CC=1P(C1C=CC=CC=1C)C1C=CC=CC=1C.C([O-])([O-])=O.[Na+].[Na+]. The catalyst is C1COCC1.C1C=CC(/C=C/C(/C=C/C2C=CC=CC=2)=O)=CC=1.C1C=CC(/C=C/C(/C=C/C2C=CC=CC=2)=O)=CC=1.[Pd].O. The product is [Cl:1][C:2]1[CH:11]=[C:10]([F:12])[C:9]([C:23]2[C:28]([F:29])=[CH:27][CH:26]=[CH:25][N:24]=2)=[CH:8][C:3]=1[C:4]([O:6][CH3:7])=[O:5]. The yield is 0.210. (4) The reactants are [CH:1]1([C@@H:6]2[NH:11][C:10](=[O:12])[C@H:9]([CH2:13][CH:14]([CH3:16])[CH3:15])[NH:8][CH2:7]2)[CH2:5][CH2:4][CH2:3][CH2:2]1.[F:17][C:18]1[CH:23]=[CH:22][C:21]([C@@H:24]2[CH2:26][C@H:25]2[C:27](O)=[O:28])=[CH:20][CH:19]=1.C([C@@H]1N(C(=O)/C=C/C2C=CC=CC=2)C[C@H](CC(C)C)NC1=O)C(C)C. No catalyst specified. The product is [CH:1]1([C@@H:6]2[NH:11][C:10](=[O:12])[C@H:9]([CH2:13][CH:14]([CH3:16])[CH3:15])[N:8]([C:27]([C@@H:25]3[CH2:26][C@H:24]3[C:21]3[CH:20]=[CH:19][C:18]([F:17])=[CH:23][CH:22]=3)=[O:28])[CH2:7]2)[CH2:2][CH2:3][CH2:4][CH2:5]1. The yield is 0.649. (5) The reactants are Cl[C:2]1[C:3]2[N:4]([N:8]=[C:9]([NH:11][C:12]3[CH:17]=[CH:16][CH:15]=[C:14]([C:18]([F:21])([F:20])[F:19])[CH:13]=3)[N:10]=2)[CH:5]=[CH:6][N:7]=1.[Br-].[S:23]1[CH:27]=[CH:26][N:25]=[C:24]1[Zn+].C(=O)([O-])[O-].[Na+].[Na+]. The catalyst is [Pd].C1(P(C2C=CC=CC=2)C2C=CC=CC=2)C=CC=CC=1.C1(P(C2C=CC=CC=2)C2C=CC=CC=2)C=CC=CC=1.C1(P(C2C=CC=CC=2)C2C=CC=CC=2)C=CC=CC=1.C1(P(C2C=CC=CC=2)C2C=CC=CC=2)C=CC=CC=1. The product is [S:23]1[C:27]([C:2]2[C:3]3[N:4]([N:8]=[C:9]([NH:11][C:12]4[CH:17]=[CH:16][CH:15]=[C:14]([C:18]([F:21])([F:20])[F:19])[CH:13]=4)[N:10]=3)[CH:5]=[CH:6][N:7]=2)=[CH:26][N:25]=[CH:24]1. The yield is 0.0600. (6) The reactants are Cl[C:2]1[CH:7]=[C:6]([NH:8][C:9]2[CH:14]=[CH:13][C:12]([CH2:15][C:16]([O:18]CC)=[O:17])=[CH:11][CH:10]=2)[CH:5]=[C:4]([C:21]([F:24])([F:23])[F:22])[N:3]=1.[C:25]1(B(O)O)[CH2:29][CH2:28][CH2:27][CH:26]=1. No catalyst specified. The product is [C:25]1([C:2]2[CH:7]=[C:6]([NH:8][C:9]3[CH:14]=[CH:13][C:12]([CH2:15][C:16]([OH:18])=[O:17])=[CH:11][CH:10]=3)[CH:5]=[C:4]([C:21]([F:23])([F:24])[F:22])[N:3]=2)[CH2:29][CH2:28][CH2:27][CH:26]=1. The yield is 0.240. (7) The reactants are [CH2:1]([C@@H:8]([NH:25][CH3:26])[CH2:9][N:10]1[CH2:15][CH2:14][CH:13]([C:16]2[CH:21]=[C:20]([F:22])[CH:19]=[CH:18][C:17]=2[O:23][CH3:24])[CH2:12][CH2:11]1)[C:2]1[CH:7]=[CH:6][CH:5]=[CH:4][CH:3]=1.C(N(CC)CC)C.[CH3:34][C:35]1([C:41](Cl)=[O:42])[CH2:40][CH2:39][CH2:38][CH2:37][CH2:36]1. The catalyst is ClCCl. The product is [CH2:1]([C@@H:8]([N:25]([CH3:26])[C:41]([C:35]1([CH3:34])[CH2:40][CH2:39][CH2:38][CH2:37][CH2:36]1)=[O:42])[CH2:9][N:10]1[CH2:15][CH2:14][CH:13]([C:16]2[CH:21]=[C:20]([F:22])[CH:19]=[CH:18][C:17]=2[O:23][CH3:24])[CH2:12][CH2:11]1)[C:2]1[CH:3]=[CH:4][CH:5]=[CH:6][CH:7]=1. The yield is 0.880. (8) The reactants are [Si:1]([O:8][C@@H:9]1[CH:14]=[C:13]([C:15]2[CH:20]=[CH:19][N:18]=[CH:17][C:16]=2[N+:21]([O-:23])=[O:22])[CH2:12][C@H:11]([CH3:24])[C@:10]1([OH:27])[CH:25]=O)([C:4]([CH3:7])([CH3:6])[CH3:5])([CH3:3])[CH3:2].[C:28](=O)([O-])[O-].[K+].[K+]. The catalyst is CO. The product is [Si:1]([O:8][C@@H:9]1[CH:14]=[C:13]([C:15]2[CH:20]=[CH:19][N:18]=[CH:17][C:16]=2[N+:21]([O-:23])=[O:22])[CH2:12][C@H:11]([CH3:24])[C@@:10]1([C:25]#[CH:28])[OH:27])([C:4]([CH3:6])([CH3:5])[CH3:7])([CH3:3])[CH3:2]. The yield is 0.360. (9) The reactants are [Cl:1][C:2]1[CH:7]=[CH:6][C:5]([O:8][C:9]2[CH:14]=[CH:13][C:12]([CH2:15][S:16][C:17]3[NH:18][CH:19]=[C:20]([CH2:24][C:25]4[CH:26]=[N:27][C:28]([O:31]C)=[N:29][CH:30]=4)[C:21](=[O:23])[N:22]=3)=[CH:11][CH:10]=2)=[CH:4][C:3]=1[C:33]([F:36])([F:35])[F:34].B1(Br)OC2C(=CC=CC=2)O1. The catalyst is C(Cl)Cl. The product is [Cl:1][C:2]1[CH:7]=[CH:6][C:5]([O:8][C:9]2[CH:10]=[CH:11][C:12]([CH2:15][S:16][C:17]3[NH:18][CH:19]=[C:20]([CH2:24][C:25]4[CH:30]=[N:29][C:28](=[O:31])[NH:27][CH:26]=4)[C:21](=[O:23])[N:22]=3)=[CH:13][CH:14]=2)=[CH:4][C:3]=1[C:33]([F:35])([F:36])[F:34]. The yield is 0.253.